Dataset: Full USPTO retrosynthesis dataset with 1.9M reactions from patents (1976-2016). Task: Predict the reactants needed to synthesize the given product. Given the product [C:15]([C:16]1[C:29]([C:30]([O:32][CH2:33][CH3:34])=[O:31])=[CH:24][N:25]=[C:26]([S:35][CH3:36])[N:17]=1)(=[O:18])[C:9]1[CH:14]=[CH:13][CH:12]=[CH:11][CH:10]=1, predict the reactants needed to synthesize it. The reactants are: C([N-]C(C)C)(C)C.[Li+].[C:9]1([CH:15]([O:18][Si](C)(C)C)[C:16]#[N:17])[CH:14]=[CH:13][CH:12]=[CH:11][CH:10]=1.Cl[C:24]1[C:29]([C:30]([O:32][CH2:33][CH3:34])=[O:31])=CN=[C:26]([S:35][CH3:36])[N:25]=1.[F-].C([N+](CCCC)(CCCC)CCCC)CCC.